Dataset: Catalyst prediction with 721,799 reactions and 888 catalyst types from USPTO. Task: Predict which catalyst facilitates the given reaction. (1) Reactant: CC([S@@]([N:7]1[CH2:11][CH2:10][CH2:9][C@@H:8]1[C:12]1[CH:17]=[CH:16][C:15]([Br:18])=[CH:14][CH:13]=1)=O)(C)C.Cl. Product: [Br:18][C:15]1[CH:14]=[CH:13][C:12]([C@H:8]2[CH2:9][CH2:10][CH2:11][NH:7]2)=[CH:17][CH:16]=1. The catalyst class is: 5. (2) Reactant: [NH2:1][C:2]1[CH:7]=[CH:6][CH:5]=[CH:4][CH:3]=1.C(N(CC)C(C)C)(C)C.Cl[S:18]([C:21]1[CH:22]=[C:23]([C:27]2[C:36]([CH3:38])([CH3:37])[CH2:35][C:34]3[C:29](=[CH:30][CH:31]=[C:32]([C:39]([O:41][CH3:42])=[O:40])[CH:33]=3)[N:28]=2)[CH:24]=[CH:25][CH:26]=1)(=[O:20])=[O:19]. Product: [CH3:37][C:36]1([CH3:38])[CH2:35][C:34]2[C:29](=[CH:30][CH:31]=[C:32]([C:39]([O:41][CH3:42])=[O:40])[CH:33]=2)[N:28]=[C:27]1[C:23]1[CH:24]=[CH:25][CH:26]=[C:21]([S:18](=[O:20])(=[O:19])[NH:1][C:2]2[CH:7]=[CH:6][CH:5]=[CH:4][CH:3]=2)[CH:22]=1. The catalyst class is: 4. (3) Reactant: [CH3:1][C:2]([CH3:24])([CH3:23])[CH2:3][N:4]1[C:12]2[C:7](=[N:8][C:9]([C@@H:13]3[CH2:15][C@H:14]3[C:16](OCC)=[O:17])=[CH:10][CH:11]=2)[N:6]([CH3:21])[C:5]1=[O:22].CC(C[AlH]CC(C)C)C. Product: [CH3:1][C:2]([CH3:24])([CH3:23])[CH2:3][N:4]1[C:12]2[C:7](=[N:8][C:9]([C@@H:13]3[CH2:15][C@H:14]3[CH2:16][OH:17])=[CH:10][CH:11]=2)[N:6]([CH3:21])[C:5]1=[O:22]. The catalyst class is: 1.